From a dataset of Catalyst prediction with 721,799 reactions and 888 catalyst types from USPTO. Predict which catalyst facilitates the given reaction. (1) Product: [Br:1][C:2]1[CH:7]=[CH:6][C:5]([CH:8]2[CH2:9][O:11]2)=[CH:4][C:3]=1[Cl:12]. The catalyst class is: 8. Reactant: [Br:1][C:2]1[CH:7]=[CH:6][C:5]([C:8](=[O:11])[CH2:9]Cl)=[CH:4][C:3]=1[Cl:12].[BH4-].[Na+].C[O-].[Na+].CC(OC)(C)C. (2) Reactant: [C:1]([C:3]1[C:8]([C:9]2[CH:14]=[CH:13][C:12]([OH:15])=[CH:11][C:10]=2[F:16])=[N:7][C:6]2[NH:17][N:18]=[C:19]([CH3:20])[C:5]=2[C:4]=1[C:21](O)=[O:22])#[N:2].[N:24]1([C:30]([O:32][C:33]([CH3:36])([CH3:35])[CH3:34])=[O:31])[CH2:29][CH2:28][NH:27][CH2:26][CH2:25]1.Cl.C(N)CCN.N1(O)C2C=CC=CC=2N=N1. Product: [C:1]([C:3]1[C:8]([C:9]2[CH:14]=[CH:13][C:12]([OH:15])=[CH:11][C:10]=2[F:16])=[N:7][C:6]2[NH:17][N:18]=[C:19]([CH3:20])[C:5]=2[C:4]=1[C:21]([N:27]1[CH2:26][CH2:25][N:24]([C:30]([O:32][C:33]([CH3:36])([CH3:35])[CH3:34])=[O:31])[CH2:29][CH2:28]1)=[O:22])#[N:2]. The catalyst class is: 546.